From a dataset of Catalyst prediction with 721,799 reactions and 888 catalyst types from USPTO. Predict which catalyst facilitates the given reaction. Reactant: [OH:1][CH2:2][CH2:3][C:4]1[CH:9]=[CH:8][CH:7]=[CH:6][C:5]=1[OH:10].Br[CH2:12][C:13]1[CH:18]=[CH:17][CH:16]=[CH:15][CH:14]=1.C([O-])([O-])=O.[K+].[K+]. Product: [C:13]1([CH2:12][O:10][C:5]2[CH:6]=[CH:7][CH:8]=[CH:9][C:4]=2[CH2:3][CH2:2][OH:1])[CH:18]=[CH:17][CH:16]=[CH:15][CH:14]=1. The catalyst class is: 6.